This data is from Forward reaction prediction with 1.9M reactions from USPTO patents (1976-2016). The task is: Predict the product of the given reaction. (1) Given the reactants [OH:1][CH:2]1[CH2:5][N:4]([C:6]([N:8]2[CH2:13][CH:12]([C:14]3[CH:19]=[CH:18][C:17]([C:20]([F:23])([F:22])[F:21])=[CH:16][CH:15]=3)[CH2:11][CH:10]([C:24]([OH:26])=O)[CH2:9]2)=[O:7])[CH2:3]1.O[N:28]=[C:29]([NH2:33])[CH:30]([CH3:32])[CH3:31], predict the reaction product. The product is: [OH:1][CH:2]1[CH2:3][N:4]([C:6]([N:8]2[CH2:13][CH:12]([C:14]3[CH:19]=[CH:18][C:17]([C:20]([F:22])([F:21])[F:23])=[CH:16][CH:15]=3)[CH2:11][CH:10]([C:24]3[O:26][N:33]=[C:29]([CH:30]([CH3:32])[CH3:31])[N:28]=3)[CH2:9]2)=[O:7])[CH2:5]1. (2) The product is: [F:1][C:2]1[CH:7]=[C:6]([CH2:8][CH2:9][OH:10])[CH:5]=[CH:4][C:3]=1[O:11][C:18]1[CH:17]=[CH:16][CH:15]=[C:14]([C:13]([F:24])([F:23])[F:12])[CH:19]=1. Given the reactants [F:1][C:2]1[CH:7]=[C:6]([CH2:8][CH2:9][OH:10])[CH:5]=[CH:4][C:3]=1[OH:11].[F:12][C:13]([F:24])([F:23])[C:14]1[CH:15]=[C:16](B(O)O)[CH:17]=[CH:18][CH:19]=1, predict the reaction product. (3) Given the reactants C1(P(C2CCCCC2)C2CCCCC2)CCCCC1.[F-].[Cs+].[N:22]1([CH2:28][CH2:29][O:30][C:31]2[CH:59]=[CH:58][C:34]([O:35][C:36]3[C:45](OS(C(F)(F)F)(=O)=O)=[CH:44][CH:43]=[C:42]4[C:37]=3[CH:38]=[CH:39][C:40]([O:54][C:55](=[O:57])[CH3:56])=[CH:41]4)=[CH:33][CH:32]=2)[CH2:27][CH2:26][CH2:25][CH2:24][CH2:23]1.[CH3:60][S:61]([C:64]1[CH:69]=[CH:68][C:67](OS(C(F)(F)F)(=O)=O)=[CH:66][C:65]=1[O:78][CH3:79])(=[O:63])=[O:62], predict the reaction product. The product is: [CH3:60][S:61]([C:64]1[CH:69]=[CH:68][C:67]([C:45]2[C:36]([O:35][C:34]3[CH:58]=[CH:59][C:31]([O:30][CH2:29][CH2:28][N:22]4[CH2:23][CH2:24][CH2:25][CH2:26][CH2:27]4)=[CH:32][CH:33]=3)=[C:37]3[C:42](=[CH:43][CH:44]=2)[CH:41]=[C:40]([O:54][C:55](=[O:57])[CH3:56])[CH:39]=[CH:38]3)=[CH:66][C:65]=1[O:78][CH3:79])(=[O:63])=[O:62]. (4) Given the reactants [NH:1]1CCCCC1.COC(=O)[C@H](CC(O)=O)[NH:11][C:12]1[C:13]([C:18](=O)[C:19]2[CH:24]=[CH:23][C:22]([Cl:25])=[CH:21][CH:20]=2)=[N:14][N:15]([CH3:17])[CH:16]=1.[C:32]([OH:35])(=O)[CH3:33].[C:36]([O:39][CH2:40]C)(=[O:38])[CH3:37], predict the reaction product. The product is: [CH3:40][O:39][C:36](=[O:38])[CH2:37][C@H:33]1[C:32](=[O:35])[NH:11][C:12]2=[CH:16][N:15]([CH3:17])[N:14]=[C:13]2[C:18]([C:19]2[CH:24]=[CH:23][C:22]([Cl:25])=[CH:21][CH:20]=2)=[N:1]1. (5) Given the reactants C([O:3][C:4]([C:6]1([NH:15][C:16](=[O:29])[C:17]2[CH:22]=[CH:21][C:20]([CH:23]([CH3:25])[CH3:24])=[CH:19][C:18]=2[CH:26]([CH3:28])[CH3:27])[CH2:14][C:13]2[C:8](=[CH:9][CH:10]=[CH:11][CH:12]=2)[CH2:7]1)=[O:5])C.[OH-].[K+].O, predict the reaction product. The product is: [CH:26]([C:18]1[CH:19]=[C:20]([CH:23]([CH3:25])[CH3:24])[CH:21]=[CH:22][C:17]=1[C:16]([NH:15][C:6]1([C:4]([OH:5])=[O:3])[CH2:14][C:13]2[C:8](=[CH:9][CH:10]=[CH:11][CH:12]=2)[CH2:7]1)=[O:29])([CH3:28])[CH3:27]. (6) Given the reactants [CH3:1][CH:2]1[CH2:7][C:6](=[O:8])[CH:5]=[C:4](B2OC(C)(C)C(C)(C)O2)[CH2:3]1.Cl[C:19]1[CH:24]=[CH:23][N:22]=[CH:21][C:20]=1[N+:25]([O-:27])=[O:26].C([O-])([O-])=O.[Na+].[Na+].ClCCl, predict the reaction product. The product is: [CH3:1][CH:2]1[CH2:7][C:6](=[O:8])[CH:5]=[C:4]([C:19]2[CH:24]=[CH:23][N:22]=[CH:21][C:20]=2[N+:25]([O-:27])=[O:26])[CH2:3]1. (7) Given the reactants [F:1][C:2]1[CH:3]=[C:4]([CH:21]=[CH:22][CH:23]=1)[CH2:5][NH:6][C:7](=[O:20])[NH:8][C:9]1[S:10][C:11]([F:19])=[C:12]([CH2:14][N:15](OC)[CH3:16])[N:13]=1, predict the reaction product. The product is: [F:1][C:2]1[CH:3]=[C:4]([CH:21]=[CH:22][CH:23]=1)[CH2:5][NH:6][C:7](=[O:20])[NH:8][C:9]1[S:10][C:11]([F:19])=[C:12]([CH2:14][NH:15][CH3:16])[N:13]=1. (8) Given the reactants Br[C:2]1[CH:7]=[CH:6][C:5]([C@H:8]([NH:12][C@H:13]([C:19]([NH:21][C:22]2([C:25]#[N:26])[CH2:24][CH2:23]2)=[O:20])[CH2:14][C:15]([F:18])([CH3:17])[CH3:16])[CH:9]([F:11])[F:10])=[CH:4][CH:3]=1.CC1(C)C(C)(C)OB([C:35]2[CH:40]=[CH:39][C:38]([C:41]3([C:44]([NH2:46])=[O:45])[CH2:43][CH2:42]3)=[CH:37][CH:36]=2)O1.C(=O)([O-])[O-].[Na+].[Na+].ClCCl, predict the reaction product. The product is: [NH2:46][C:44]([C:41]1([C:38]2[CH:39]=[CH:40][C:35]([C:2]3[CH:7]=[CH:6][C:5]([C@H:8]([NH:12][C@H:13]([C:19]([NH:21][C:22]4([C:25]#[N:26])[CH2:23][CH2:24]4)=[O:20])[CH2:14][C:15]([F:18])([CH3:16])[CH3:17])[CH:9]([F:11])[F:10])=[CH:4][CH:3]=3)=[CH:36][CH:37]=2)[CH2:42][CH2:43]1)=[O:45].